This data is from NCI-60 drug combinations with 297,098 pairs across 59 cell lines. The task is: Regression. Given two drug SMILES strings and cell line genomic features, predict the synergy score measuring deviation from expected non-interaction effect. (1) Drug 1: C1CC(=O)NC(=O)C1N2CC3=C(C2=O)C=CC=C3N. Drug 2: C1=NC2=C(N=C(N=C2N1C3C(C(C(O3)CO)O)O)F)N. Cell line: SW-620. Synergy scores: CSS=4.16, Synergy_ZIP=-1.10, Synergy_Bliss=-0.648, Synergy_Loewe=1.97, Synergy_HSA=0.528. (2) Drug 1: C1=CC=C(C=C1)NC(=O)CCCCCCC(=O)NO. Drug 2: C(CC(=O)O)C(=O)CN.Cl. Cell line: SK-OV-3. Synergy scores: CSS=25.3, Synergy_ZIP=-5.92, Synergy_Bliss=-3.82, Synergy_Loewe=-2.12, Synergy_HSA=0.178.